This data is from Full USPTO retrosynthesis dataset with 1.9M reactions from patents (1976-2016). The task is: Predict the reactants needed to synthesize the given product. (1) Given the product [Cl:1][C:2]1[N:3]=[C:4]([NH:22][CH2:13][CH2:14][CH2:15][CH2:16][CH2:17][CH2:18][CH2:19][CH2:20][CH3:21])[C:5]2[S:10][CH:9]=[C:8]([CH3:11])[C:6]=2[N:7]=1, predict the reactants needed to synthesize it. The reactants are: [Cl:1][C:2]1[N:3]=[C:4](Cl)[C:5]2[S:10][CH:9]=[C:8]([CH3:11])[C:6]=2[N:7]=1.[CH2:13]([NH2:22])[CH2:14][CH2:15][CH2:16][CH2:17][CH2:18][CH2:19][CH2:20][CH3:21]. (2) The reactants are: [H-].[Na+].[CH3:3][O:4][CH2:5][CH2:6][OH:7].[CH2:8]([O:10][C:11](=[O:31])[N:12]([C:20]1[CH:25]=[C:24](Cl)[N:23]=[C:22]([NH2:27])[C:21]=1[N+:28]([O-:30])=[O:29])[CH2:13][C:14]1[CH:19]=[CH:18][CH:17]=[CH:16][CH:15]=1)[CH3:9]. Given the product [CH2:8]([O:10][C:11](=[O:31])[N:12]([C:20]1[CH:25]=[C:24]([O:7][CH2:6][CH2:5][O:4][CH3:3])[N:23]=[C:22]([NH2:27])[C:21]=1[N+:28]([O-:30])=[O:29])[CH2:13][C:14]1[CH:19]=[CH:18][CH:17]=[CH:16][CH:15]=1)[CH3:9], predict the reactants needed to synthesize it. (3) Given the product [F:1][C:2]1[C:7]([CH2:8][OH:9])=[CH:6][CH:5]=[CH:4][N:3]=1, predict the reactants needed to synthesize it. The reactants are: [F:1][C:2]1[C:7]([CH:8]=[O:9])=[CH:6][CH:5]=[CH:4][N:3]=1.[BH4-].[Na+]. (4) Given the product [F:1][C:2]1[CH:3]=[C:4]([CH:16]=[CH:17][CH:18]=1)[O:5][C@@H:6]([C:10]1[CH:15]=[CH:14][CH:13]=[CH:12][CH:11]=1)[CH2:7][CH2:8][NH2:19], predict the reactants needed to synthesize it. The reactants are: [F:1][C:2]1[CH:3]=[C:4]([CH:16]=[CH:17][CH:18]=1)[O:5][C@@H:6]([C:10]1[CH:15]=[CH:14][CH:13]=[CH:12][CH:11]=1)[CH2:7][CH2:8]Cl.[NH4+:19].[OH-].CCO.C(O)(=O)/C=C\C(O)=O. (5) The reactants are: [F:1][C:2]1[CH:24]=[C:23]([F:25])[CH:22]=[CH:21][C:3]=1[O:4][CH2:5][C:6]1[C:10]2[CH:11]=[CH:12][C:13]([C:15]([NH:17][OH:18])=[O:16])=[N:14][C:9]=2[N:8]([CH2:19][CH3:20])[CH:7]=1.FC1C=C(F)C=CC=1OCC1C2C=NC=CC=2N(CC)C=1C(OCC)=O.FC1C(O)=C(C=C(F)C=1)CC1C2C=NC(C(OCC)=O)=CC=2N(CC)C=1. Given the product [F:1][C:2]1[CH:24]=[C:23]([F:25])[CH:22]=[CH:21][C:3]=1[O:4][CH2:5][C:6]1[C:10]2[CH:9]=[N:14][C:13]([C:15]([NH:17][OH:18])=[O:16])=[CH:12][C:11]=2[N:8]([CH2:19][CH3:20])[CH:7]=1, predict the reactants needed to synthesize it. (6) Given the product [O:19]1[C:23]2[CH:24]=[CH:25][C:26]([CH2:28][CH2:29][O:16][C:13]3[CH:12]=[CH:11][C:10]([C:9]([NH:8][CH2:7][C:6]([OH:5])=[O:18])=[O:17])=[CH:15][CH:14]=3)=[CH:27][C:22]=2[O:21][CH2:20]1, predict the reactants needed to synthesize it. The reactants are: C([O:5][C:6](=[O:18])[CH2:7][NH:8][C:9](=[O:17])[C:10]1[CH:15]=[CH:14][C:13]([OH:16])=[CH:12][CH:11]=1)(C)(C)C.[O:19]1[C:23]2[CH:24]=[CH:25][C:26]([CH2:28][CH2:29]O)=[CH:27][C:22]=2[O:21][CH2:20]1.